From a dataset of Full USPTO retrosynthesis dataset with 1.9M reactions from patents (1976-2016). Predict the reactants needed to synthesize the given product. (1) The reactants are: Br[CH2:2][CH2:3][CH:4]([C:9]1[S:10][C:11]2[CH:18]=[C:17]([C:19]([F:22])([F:21])[F:20])[CH:16]=[CH:15][C:12]=2[C:13]=1[CH3:14])[CH2:5][CH2:6][CH2:7][CH3:8].C(=O)([O-])[O-].[Cs+].[Cs+].[OH:29][C:30]1[CH:35]=[CH:34][C:33]([O:36][CH2:37][C:38]([O:40][CH2:41][CH3:42])=[O:39])=[C:32]([CH3:43])[CH:31]=1. Given the product [CH3:43][C:32]1[CH:31]=[C:30]([O:29][CH2:2][CH2:3][CH:4]([C:9]2[S:10][C:11]3[CH:18]=[C:17]([C:19]([F:22])([F:21])[F:20])[CH:16]=[CH:15][C:12]=3[C:13]=2[CH3:14])[CH2:5][CH2:6][CH2:7][CH3:8])[CH:35]=[CH:34][C:33]=1[O:36][CH2:37][C:38]([O:40][CH2:41][CH3:42])=[O:39], predict the reactants needed to synthesize it. (2) Given the product [F:8][C:6]1[CH:5]=[C:4]([C@H:9]2[O:13][C:12](=[O:14])[N:11]([CH2:15][C:16]3[C:21]([C:22]4[CH:23]=[C:24]([C:30]5[CH:39]=[CH:38][C:33]([C:34]([OH:36])=[O:35])=[CH:32][C:31]=5[CH3:40])[CH:25]=[N:26][C:27]=4[O:28][CH3:29])=[CH:20][N:19]=[C:18]([N:41]4[CH2:42][CH:43]([F:45])[CH2:44]4)[N:17]=3)[C@H:10]2[CH3:46])[CH:3]=[C:2]([F:1])[CH:7]=1, predict the reactants needed to synthesize it. The reactants are: [F:1][C:2]1[CH:3]=[C:4]([C@H:9]2[O:13][C:12](=[O:14])[N:11]([CH2:15][C:16]3[C:21]([C:22]4[CH:23]=[C:24]([C:30]5[CH:39]=[CH:38][C:33]([C:34]([O:36]C)=[O:35])=[CH:32][C:31]=5[CH3:40])[CH:25]=[N:26][C:27]=4[O:28][CH3:29])=[CH:20][N:19]=[C:18]([N:41]4[CH2:44][CH:43]([F:45])[CH2:42]4)[N:17]=3)[C@H:10]2[CH3:46])[CH:5]=[C:6]([F:8])[CH:7]=1.[OH-].[Li+]. (3) Given the product [CH3:29][C:28]1[C:21]2[C:20]([NH:18][C@H:16]([C:8]3[N:7]([C:1]4[CH:2]=[CH:3][CH:4]=[CH:5][CH:6]=4)[C:11]4[CH:12]=[CH:13][CH:14]=[CH:15][C:10]=4[N:9]=3)[CH3:17])=[N:25][CH:24]=[N:23][C:22]=2[NH:26][CH:27]=1, predict the reactants needed to synthesize it. The reactants are: [C:1]1([N:7]2[C:11]3[CH:12]=[CH:13][CH:14]=[CH:15][C:10]=3[N:9]=[C:8]2[C@@H:16]([NH2:18])[CH3:17])[CH:6]=[CH:5][CH:4]=[CH:3][CH:2]=1.Cl[C:20]1[C:21]2[C:28]([CH3:29])=[CH:27][NH:26][C:22]=2[N:23]=[CH:24][N:25]=1.C(N(C(C)C)C(C)C)C. (4) Given the product [NH:1]1[C:5]2=[N:6][CH:7]=[CH:8][CH:9]=[C:4]2[C:3]([CH2:10][OH:11])=[CH:2]1, predict the reactants needed to synthesize it. The reactants are: [NH:1]1[C:5]2=[N:6][CH:7]=[CH:8][CH:9]=[C:4]2[C:3]([CH:10]=[O:11])=[CH:2]1.[BH4-].[Na+]. (5) Given the product [CH:2]([O:4][C:7]1[C:8]([C:13]([OH:15])=[O:14])=[N:9][CH:10]=[CH:11][CH:12]=1)([CH3:3])[CH3:1], predict the reactants needed to synthesize it. The reactants are: [CH3:1][CH:2]([OH:4])[CH3:3].[Na].Cl[C:7]1[C:8]([C:13]([OH:15])=[O:14])=[N:9][CH:10]=[CH:11][CH:12]=1.